Dataset: Full USPTO retrosynthesis dataset with 1.9M reactions from patents (1976-2016). Task: Predict the reactants needed to synthesize the given product. (1) Given the product [ClH:32].[ClH:32].[NH2:8][CH2:9][CH2:10][CH2:11][C@@H:12]([CH2:18][C:19]1[N:20]=[CH:21][N:22]2[C:31]3[C:26](=[CH:27][CH:28]=[CH:29][CH:30]=3)[CH2:25][CH2:24][C:23]=12)[C:13]([O:15][CH2:16][CH3:17])=[O:14], predict the reactants needed to synthesize it. The reactants are: C(OC([NH:8][CH2:9][CH2:10][CH2:11][C@@H:12]([CH2:18][C:19]1[N:20]=[CH:21][N:22]2[C:31]3[C:26](=[CH:27][CH:28]=[CH:29][CH:30]=3)[CH2:25][CH2:24][C:23]=12)[C:13]([O:15][CH2:16][CH3:17])=[O:14])=O)(C)(C)C.[ClH:32]. (2) Given the product [C:1]([C:3]1[CH:4]=[CH:5][C:6]([C:9]2[CH:10]=[C:11]([N:15]([CH2:16][C:17]3[CH:18]=[N:19][CH:20]=[CH:21][CH:22]=3)[S:26]([CH2:25][C:24]([F:31])([F:30])[F:23])(=[O:28])=[O:27])[CH:12]=[CH:13][CH:14]=2)=[CH:7][CH:8]=1)#[N:2], predict the reactants needed to synthesize it. The reactants are: [C:1]([C:3]1[CH:8]=[CH:7][C:6]([C:9]2[CH:10]=[C:11]([NH:15][CH2:16][C:17]3[CH:18]=[N:19][CH:20]=[CH:21][CH:22]=3)[CH:12]=[CH:13][CH:14]=2)=[CH:5][CH:4]=1)#[N:2].[F:23][C:24]([F:31])([F:30])[CH2:25][S:26](Cl)(=[O:28])=[O:27]. (3) Given the product [Cl:1][C:2]1[CH:3]=[C:4]([C:10]2[C:14]3[CH:15]=[C:16]([C:19]4[O:23][C:22]([NH2:24])=[N:21][N:20]=4)[CH:17]=[CH:18][C:13]=3[O:12][CH:11]=2)[CH:5]=[CH:6][C:7]=1[S:8]([CH3:9])=[O:28], predict the reactants needed to synthesize it. The reactants are: [Cl:1][C:2]1[CH:3]=[C:4]([C:10]2[C:14]3[CH:15]=[C:16]([C:19]4[O:23][C:22]([NH2:24])=[N:21][N:20]=4)[CH:17]=[CH:18][C:13]=3[O:12][CH:11]=2)[CH:5]=[CH:6][C:7]=1[S:8][CH3:9].CN(C)C=[O:28].